From a dataset of Full USPTO retrosynthesis dataset with 1.9M reactions from patents (1976-2016). Predict the reactants needed to synthesize the given product. (1) Given the product [F:37][C:38]([F:53])([F:54])[C:39]1[CH:40]=[C:41]([C@H:49]([N:51]([CH3:52])[C:5]([N:22]2[CH2:21][CH2:20][N:19]3[C:32](=[O:33])[C:16]([CH2:13][CH:14]=[CH2:15])([CH2:34][CH:35]=[CH2:36])[CH2:17][C@H:18]3[C@@H:23]2[C:24]2[CH:29]=[CH:28][CH:27]=[CH:26][C:25]=2[O:30][CH3:31])=[O:11])[CH3:50])[CH:42]=[C:43]([C:45]([F:46])([F:47])[F:48])[CH:44]=1, predict the reactants needed to synthesize it. The reactants are: ClC(Cl)(O[C:5](=[O:11])OC(Cl)(Cl)Cl)Cl.[CH2:13]([C:16]1([CH2:34][CH:35]=[CH2:36])[C:32](=[O:33])[N:19]2[CH2:20][CH2:21][NH:22][C@@H:23]([C:24]3[CH:29]=[CH:28][CH:27]=[CH:26][C:25]=3[O:30][CH3:31])[C@@H:18]2[CH2:17]1)[CH:14]=[CH2:15].[F:37][C:38]([F:54])([F:53])[C:39]1[CH:40]=[C:41]([C@H:49]([NH:51][CH3:52])[CH3:50])[CH:42]=[C:43]([C:45]([F:48])([F:47])[F:46])[CH:44]=1. (2) Given the product [N:1]([CH2:4][CH2:5][NH:6][C:7](=[O:21])[C:8]1[CH:9]=[CH:10][C:11]([CH2:12][CH2:13][CH2:14][CH3:15])=[CH:26][CH:25]=1)=[N+:2]=[N-:3], predict the reactants needed to synthesize it. The reactants are: [N:1]([CH2:4][CH2:5][NH:6][C:7](=[O:21])[CH2:8][CH2:9][CH2:10][CH2:11][CH2:12][CH2:13][CH2:14][CH2:15]CCCCC)=[N+:2]=[N-:3].N([CH2:25][CH2:26]N)=[N+]=[N-].C(N(CC)CC)C.